From a dataset of Drug-target binding data from BindingDB using Ki measurements. Regression. Given a target protein amino acid sequence and a drug SMILES string, predict the binding affinity score between them. We predict pKi (pKi = -log10(Ki in M); higher means stronger inhibition). Dataset: bindingdb_ki. (1) The compound is CCCCCCCCCCCCCCCC(=O)OC(CO)CO. The target protein (P12710) has sequence MNFSGKYQLQSQENFEPFMKAIGLPEDLIQKGKDIKGVSEIVHEGKKIKLTITYGPKVVRNEFTLGEECELETMTGEKVKAVVKLEGDNKMVTTFKGIKSVTELNGDTITNTMTLGDIVYKRVSKRI. The pKi is 7.2. (2) The compound is O=c1[nH]c(=O)c2[nH]c(=O)n(C[C@@H](O)[C@H](O)[C@H](O)CO)c2[nH]1. The target protein (P16442) has sequence MAEVLRTLAGKPKCHALRPMILFLIMLVLVLFGYGVLSPRSLMPGSLERGFCMAVREPDHLQRVSLPRMVYPQPKVLTPCRKDVLVVTPWLAPIVWEGTFNIDILNEQFRLQNTTIGLTVFAIKKYVAFLKLFLETAEKHFMVGHRVHYYVFTDQPAAVPRVTLGTGRQLSVLEVRAYKRWQDVSMRRMEMISDFCERRFLSEVDYLVCVDVDMEFRDHVGVEILTPLFGTLHPGFYGSSREAFTYERRPQSQAYIPKDEGDFYYLGGFFGGSVQEVQRLTRACHQAMMVDQANGIEAVWHDESHLNKYLLRHKPTKVLSPEYLWDQQLLGWPAVLRKLRFTAVPKNHQAVRNP. The pKi is 3.2.